This data is from Catalyst prediction with 721,799 reactions and 888 catalyst types from USPTO. The task is: Predict which catalyst facilitates the given reaction. (1) Reactant: [OH-].[Na+].[CH3:3][O:4]/[C:5](=[CH:10]\[C:11]1[CH:16]=[CH:15][C:14]([C:17]2[CH:22]=[CH:21][CH:20]=[C:19]([N:23]([CH3:33])[C:24]([NH:26][C:27]3[CH:32]=[CH:31][CH:30]=[CH:29][CH:28]=3)=[O:25])[CH:18]=2)=[CH:13][CH:12]=1)/[C:6]([O:8]C)=[O:7].C(O)(=O)C. Product: [CH3:3][O:4]/[C:5](=[CH:10]\[C:11]1[CH:12]=[CH:13][C:14]([C:17]2[CH:22]=[CH:21][CH:20]=[C:19]([N:23]([CH3:33])[C:24]([NH:26][C:27]3[CH:28]=[CH:29][CH:30]=[CH:31][CH:32]=3)=[O:25])[CH:18]=2)=[CH:15][CH:16]=1)/[C:6]([OH:8])=[O:7]. The catalyst class is: 7. (2) Reactant: [H-].[Na+].[Cl:3][C:4]1[NH:5][C:6]2[CH:12]=[CH:11][CH:10]=[CH:9][C:7]=2[N:8]=1.Br[CH2:14][C:15]([O:17][CH3:18])=[O:16]. Product: [Cl:3][C:4]1[N:8]([CH2:14][C:15]([O:17][CH3:18])=[O:16])[C:7]2[CH:9]=[CH:10][CH:11]=[CH:12][C:6]=2[N:5]=1. The catalyst class is: 18. (3) Reactant: [CH:1]1([C:4]2[CH:5]=[C:6](C3OC(C)(C)C(C)(C)O3)[CH:7]=[CH:8][CH:9]=2)[CH2:3][CH2:2]1.[F:19][C:20]1[CH:21]=[C:22]([CH:32]([NH:34][C:35]([C:37]2[N:38]=[C:39](Cl)[O:40][CH:41]=2)=[O:36])[CH3:33])[CH:23]=[C:24]([F:31])[C:25]=1[NH:26][S:27]([CH3:30])(=[O:29])=[O:28].C([O-])([O-])=O.[Cs+].[Cs+]. Product: [F:19][C:20]1[CH:21]=[C:22]([CH:32]([NH:34][C:35]([C:37]2[N:38]=[C:39]([C:8]3[CH:7]=[CH:6][CH:5]=[C:4]([CH:1]4[CH2:3][CH2:2]4)[CH:9]=3)[O:40][CH:41]=2)=[O:36])[CH3:33])[CH:23]=[C:24]([F:31])[C:25]=1[NH:26][S:27]([CH3:30])(=[O:29])=[O:28]. The catalyst class is: 235. (4) Reactant: [Cl:1][C:2]1[CH:22]=[C:21]([Cl:23])[CH:20]=[CH:19][C:3]=1[CH2:4][N:5]1[C:9]([CH2:10][CH2:11][C:12]([OH:14])=O)=[CH:8][C:7]([O:15][CH:16]([CH3:18])[CH3:17])=[N:6]1.[CH2:24]([S:28]([NH2:31])(=[O:30])=[O:29])[CH2:25][CH2:26][CH3:27].N12CCCN=C1CCCCC2. Product: [CH2:24]([S:28]([NH:31][C:12](=[O:14])[CH2:11][CH2:10][C:9]1[N:5]([CH2:4][C:3]2[CH:19]=[CH:20][C:21]([Cl:23])=[CH:22][C:2]=2[Cl:1])[N:6]=[C:7]([O:15][CH:16]([CH3:18])[CH3:17])[CH:8]=1)(=[O:30])=[O:29])[CH2:25][CH2:26][CH3:27]. The catalyst class is: 7. (5) Reactant: CCCC[N+](CCCC)(CCCC)CCCC.[F-].C([Si]([C:29]#[C:30][C:31]1[CH:32]=[C:33]([C:37]2([C:40]([NH2:42])=[O:41])[CH2:39][CH2:38]2)[CH:34]=[CH:35][CH:36]=1)(C(C)C)C(C)C)(C)C. Product: [C:30]([C:31]1[CH:32]=[C:33]([C:37]2([C:40]([NH2:42])=[O:41])[CH2:39][CH2:38]2)[CH:34]=[CH:35][CH:36]=1)#[CH:29]. The catalyst class is: 249. (6) Reactant: C([O:3][C:4]([C:6]1[O:7][C:8]2[CH:14]=[C:13]([O:15][C:16]3[S:17][C:18]4[C:19]([N:24]=3)=[N:20][CH:21]=[CH:22][CH:23]=4)[CH:12]=[CH:11][C:9]=2[CH:10]=1)=O)C.CC(C[AlH]CC(C)C)C. Product: [S:17]1[C:18]2[C:19](=[N:20][CH:21]=[CH:22][CH:23]=2)[N:24]=[C:16]1[O:15][C:13]1[CH:12]=[CH:11][C:9]2[CH:10]=[C:6]([CH2:4][OH:3])[O:7][C:8]=2[CH:14]=1. The catalyst class is: 2.